Task: Predict the reaction yield, written as a fraction of the theoretical maximum amount of product (1.0 means a 100% yield; for example, 0.34 means a 34% yield).. Dataset: Reaction yield outcomes from USPTO patents with 853,638 reactions (1) The reactants are Cl[CH2:2][C:3]([N:5]1[CH2:10][CH2:9][N:8]([CH2:11][C:12]2[CH:13]=[CH:14][C:15]([C:18]3[S:26][C:25]4[C:20](=[N:21][CH:22]=[CH:23][C:24]=4[O:27][C:28]4[CH:33]=[CH:32][C:31]([NH:34][C:35]([NH:37][CH:38]5[CH2:40][CH2:39]5)=[O:36])=[CH:30][C:29]=4[F:41])[CH:19]=3)=[N:16][CH:17]=2)[CH2:7][CH2:6]1)=[O:4].[CH3:42][NH2:43]. The catalyst is CO.C(Cl)Cl.CO. The product is [CH:38]1([NH:37][C:35]([NH:34][C:31]2[CH:32]=[CH:33][C:28]([O:27][C:24]3[CH:23]=[CH:22][N:21]=[C:20]4[CH:19]=[C:18]([C:15]5[CH:14]=[CH:13][C:12]([CH2:11][N:8]6[CH2:7][CH2:6][N:5]([C:3](=[O:4])[CH2:2][NH:43][CH3:42])[CH2:10][CH2:9]6)=[CH:17][N:16]=5)[S:26][C:25]=34)=[C:29]([F:41])[CH:30]=2)=[O:36])[CH2:40][CH2:39]1. The yield is 0.630. (2) The reactants are [OH:1][B:2]1[C:6]2[CH:7]=[CH:8][C:9]([CH:11]=[N:12][OH:13])=[CH:10][C:5]=2[C:4]([CH3:15])([CH3:14])[O:3]1.C1C(=O)N([Cl:23])C(=O)C1. The catalyst is CN(C=O)C. The product is [OH:13]/[N:12]=[C:11](\[Cl:23])/[C:9]1[CH:8]=[CH:7][C:6]2[B:2]([OH:1])[O:3][C:4]([CH3:15])([CH3:14])[C:5]=2[CH:10]=1. The yield is 1.00. (3) The reactants are [OH-].[Na+].[F:3][C:4]1[CH:9]=[CH:8][C:7]([C:10]2[N:14]=[N:13][N:12]([CH3:15])[C:11]=2[CH2:16][O:17][C:18]2[CH:22]=[C:21]([C:23]([O:25]C)=[O:24])[O:20][N:19]=2)=[CH:6][CH:5]=1. The catalyst is O1CCOCC1. The product is [F:3][C:4]1[CH:5]=[CH:6][C:7]([C:10]2[N:14]=[N:13][N:12]([CH3:15])[C:11]=2[CH2:16][O:17][C:18]2[CH:22]=[C:21]([C:23]([OH:25])=[O:24])[O:20][N:19]=2)=[CH:8][CH:9]=1. The yield is 0.730. (4) The product is [N:56]1([CH2:65][CH2:66][O:67][C:68](=[O:69])[NH:34][C:10]2[C:11]([CH3:12])=[C:5]3[C:4]([NH:16][C:17]4[CH:22]=[CH:21][C:20]([O:23][C:24]5[CH:29]=[CH:28][CH:27]=[CH:26][C:25]=5[O:30][CH3:31])=[CH:19][CH:18]=4)=[C:3]([C:1]#[N:2])[CH:8]=[N:7][N:6]3[CH:9]=2)[CH2:61][CH2:60][O:59][CH2:58][CH2:57]1. The yield is 0.880. The catalyst is O1CCOCC1. The reactants are [C:1]([C:3]1[CH:8]=[N:7][N:6]2[CH:9]=[C:10](C(O)=O)[C:11]([CH3:12])=[C:5]2[C:4]=1[NH:16][C:17]1[CH:22]=[CH:21][C:20]([O:23][C:24]2[CH:29]=[CH:28][CH:27]=[CH:26][C:25]=2[O:30][CH3:31])=[CH:19][CH:18]=1)#[N:2].CC[N:34](CC)CC.C1C=CC(P(N=[N+]=[N-])(C2C=CC=CC=2)=O)=CC=1.[N:56]1(CCO)[CH2:61][CH2:60][O:59][CH2:58][CH2:57]1.[CH3:65][CH2:66][O:67][C:68](C)=[O:69]. (5) The reactants are [CH3:1][O:2][C:3](=[O:29])[C:4]1[CH:9]=[CH:8][C:7]([CH2:10][N:11]([CH2:22][C:23]2[CH:28]=[CH:27][CH:26]=[CH:25][CH:24]=2)[S:12]([C:15]2[CH:20]=[CH:19][C:18](Cl)=[CH:17][CH:16]=2)(=[O:14])=[O:13])=[CH:6][CH:5]=1.Cl.C(NCC1C=CC(C(OC)=O)=CC=1)C1C=CC=CC=1.[F:50]C1C=CC(S(Cl)(=O)=O)=CC=1. No catalyst specified. The product is [CH2:22]([N:11]([CH2:10][C:7]1[CH:8]=[CH:9][C:4]([C:3]([O:2][CH3:1])=[O:29])=[CH:5][CH:6]=1)[S:12]([C:15]1[CH:20]=[CH:19][C:18]([F:50])=[CH:17][CH:16]=1)(=[O:14])=[O:13])[C:23]1[CH:28]=[CH:27][CH:26]=[CH:25][CH:24]=1. The yield is 0.780.